Dataset: Retrosynthesis with 50K atom-mapped reactions and 10 reaction types from USPTO. Task: Predict the reactants needed to synthesize the given product. (1) The reactants are: CC(C)(C)OC(=O)CC1C(=O)C=C2NCCC(=O)Cn3cnc1c32. Given the product O=C(O)CC1C(=O)C=C2NCCC(=O)Cn3cnc1c32, predict the reactants needed to synthesize it. (2) Given the product CC1(C)CCSc2ccc(C(=O)Oc3ccc(C(=O)OCc4ccccc4)cc3)cc21, predict the reactants needed to synthesize it. The reactants are: CC1(C)CCSc2ccc(C(=O)O)cc21.O=C(OCc1ccccc1)c1ccc(O)cc1. (3) Given the product CCN1CCn2c(cc3cc(OC4CCN(C(C)C)CC4)ccc32)C1=O, predict the reactants needed to synthesize it. The reactants are: CC(C)N1CCC(Oc2ccc3c(c2)cc2n3CCNC2=O)CC1.CCBr. (4) Given the product Cc1ccc(S(=O)(=O)OCCCCCCCCCCCBr)cc1, predict the reactants needed to synthesize it. The reactants are: Cc1ccc(S(=O)(=O)Cl)cc1.OCCCCCCCCCCCBr. (5) Given the product CC(C)=CCCC(C)=CCCC(C)=CCCC(C)=CC(=O)n1ccnc1, predict the reactants needed to synthesize it. The reactants are: CC(C)=CCCC(C)=CCCC(C)=CCCC(C)=CC(=O)O.c1c[nH]cn1. (6) Given the product COC(=O)C1CCCn2c(C(=O)c3ccccc3)ccc21, predict the reactants needed to synthesize it. The reactants are: C=[N+]=[N-].O=C(c1ccccc1)c1ccc2n1CCCC2C(=O)O.